Dataset: NCI-60 drug combinations with 297,098 pairs across 59 cell lines. Task: Regression. Given two drug SMILES strings and cell line genomic features, predict the synergy score measuring deviation from expected non-interaction effect. Drug 1: CNC(=O)C1=CC=CC=C1SC2=CC3=C(C=C2)C(=NN3)C=CC4=CC=CC=N4. Drug 2: C1CC(=O)NC(=O)C1N2CC3=C(C2=O)C=CC=C3N. Cell line: KM12. Synergy scores: CSS=2.75, Synergy_ZIP=-7.16, Synergy_Bliss=-9.17, Synergy_Loewe=-7.68, Synergy_HSA=-7.51.